From a dataset of Full USPTO retrosynthesis dataset with 1.9M reactions from patents (1976-2016). Predict the reactants needed to synthesize the given product. (1) Given the product [CH:1]1([CH2:4][O:5][C:6]2[CH:11]=[CH:10][C:9]([O:12][CH3:13])=[CH:8][C:7]=2[C:14]2[C:15]3[N:22]([CH2:23][O:24][CH2:25][CH2:26][Si:27]([CH3:30])([CH3:28])[CH3:29])[C:21]([CH3:31])=[C:20]([C:32]([NH:35][C@@H:36]4[CH2:41][CH2:40][C@H:39]([NH:42][C:43](=[O:49])[O:44][C:45]([CH3:47])([CH3:46])[CH3:48])[CH2:38][CH2:37]4)=[O:34])[C:16]=3[N:17]=[CH:18][N:19]=2)[CH2:2][CH2:3]1, predict the reactants needed to synthesize it. The reactants are: [CH:1]1([CH2:4][O:5][C:6]2[CH:11]=[CH:10][C:9]([O:12][CH3:13])=[CH:8][C:7]=2[C:14]2[C:15]3[N:22]([CH2:23][O:24][CH2:25][CH2:26][Si:27]([CH3:30])([CH3:29])[CH3:28])[C:21]([CH3:31])=[C:20]([C:32]([OH:34])=O)[C:16]=3[N:17]=[CH:18][N:19]=2)[CH2:3][CH2:2]1.[NH2:35][C@@H:36]1[CH2:41][CH2:40][C@H:39]([NH:42][C:43](=[O:49])[O:44][C:45]([CH3:48])([CH3:47])[CH3:46])[CH2:38][CH2:37]1. (2) Given the product [OH:22][CH2:21][C:20]1[C:15]([N:8]2[CH2:7][CH2:6][N:5]3[C:10](=[CH:11][C:12]4[CH2:13][C:2]([CH3:52])([CH3:1])[CH2:3][C:4]=43)[C:9]2=[O:14])=[N:16][CH:17]=[CH:18][C:19]=1[C:23]1[CH:24]=[C:25]([NH:31][C:32]2[CH:33]=[CH:34][C:35]([N:38]3[CH2:43][CH2:42][NH:41][CH2:40][C@@H:39]3[CH3:51])=[CH:36][N:37]=2)[C:26](=[O:29])[NH:27][CH:28]=1, predict the reactants needed to synthesize it. The reactants are: [CH3:1][C:2]1([CH3:52])[CH2:13][C:12]2[CH:11]=[C:10]3[N:5]([CH2:6][CH2:7][N:8]([C:15]4[C:20]([CH2:21][OH:22])=[C:19]([C:23]5[CH:24]=[C:25]([NH:31][C:32]6[N:37]=[CH:36][C:35]([N:38]7[CH2:43][CH2:42][N:41](C(OC(C)(C)C)=O)[CH2:40][C@@H:39]7[CH3:51])=[CH:34][CH:33]=6)[C:26]([O:29]C)=[N:27][CH:28]=5)[CH:18]=[CH:17][N:16]=4)[C:9]3=[O:14])[C:4]=2[CH2:3]1. (3) Given the product [C:23]1([C:21]2[S:20][CH:19]=[C:18]([N:12]([S:9](=[O:10])(=[O:11])[NH2:8])[CH2:13][C:14]([O:16][CH3:17])=[O:15])[CH:22]=2)[CH:28]=[CH:27][CH:26]=[CH:25][CH:24]=1, predict the reactants needed to synthesize it. The reactants are: C(OC([NH:8][S:9]([N:12]([C:18]1[CH:22]=[C:21]([C:23]2[CH:28]=[CH:27][CH:26]=[CH:25][CH:24]=2)[S:20][CH:19]=1)[CH2:13][C:14]([O:16][CH3:17])=[O:15])(=[O:11])=[O:10])=O)(C)(C)C.FC(F)(F)C(O)=O. (4) The reactants are: [NH:1]([C:3]1[NH:4][CH2:5][CH2:6][N:7]=1)[NH2:2].Br.[OH-].[Na+].[C:11]1([CH2:17][C:18](Cl)=[O:19])[CH:16]=[CH:15][CH:14]=[CH:13][CH:12]=1. Given the product [C:11]1([CH2:17][C:18]([C:3]2([NH:1][NH2:2])[N:4]=[CH:5][CH:6]=[N:7]2)=[O:19])[CH:16]=[CH:15][CH:14]=[CH:13][CH:12]=1, predict the reactants needed to synthesize it. (5) Given the product [CH3:1][O:2][C:3](=[O:18])[CH2:4][O:5][C:6]1[CH:11]=[CH:10][C:9]([CH2:12][CH2:13][CH2:14][OH:20])=[CH:8][C:7]=1[N+:15]([O-:17])=[O:16], predict the reactants needed to synthesize it. The reactants are: [CH3:1][O:2][C:3](=[O:18])[CH2:4][O:5][C:6]1[CH:11]=[CH:10][C:9]([CH2:12][CH:13]=[CH2:14])=[CH:8][C:7]=1[N+:15]([O-:17])=[O:16].B.[O:20]1CCCC1.O.B1([O-])OO1.O.O.O.O.[Na+].